Predict the reactants needed to synthesize the given product. From a dataset of Full USPTO retrosynthesis dataset with 1.9M reactions from patents (1976-2016). (1) Given the product [Cl:1][C:2]1[CH:3]=[C:4]([NH:5][C:10](=[O:11])[O:12][CH2:13][CH3:14])[CH:6]=[CH:7][CH:8]=1, predict the reactants needed to synthesize it. The reactants are: [Cl:1][C:2]1[CH:3]=[C:4]([CH:6]=[CH:7][CH:8]=1)[NH2:5].Cl[C:10]([O:12][CH2:13][CH3:14])=[O:11].Cl. (2) Given the product [C:1]([O:4][C@H:5]([CH3:18])[C@H:6]([NH:10][C:11]([O:13][C:14]([CH3:17])([CH3:16])[CH3:15])=[O:12])[C:7]([OH:9])=[O:8])(=[O:3])[CH3:2], predict the reactants needed to synthesize it. The reactants are: [C:1]([O:4][CH:5]([CH3:18])[CH:6]([NH:10][C:11]([O:13][C:14]([CH3:17])([CH3:16])[CH3:15])=[O:12])[C:7]([O-:9])=[O:8])(=[O:3])[CH3:2]. (3) Given the product [CH3:39][S:40]([N:1]1[CH2:2][CH2:3][CH:4]([CH2:7][N:8]2[CH2:9][CH2:10][CH:11]([CH2:14][NH:15][C:16]([C:18]3[C:26]4[N:25]=[C:24]([CH:27]([CH3:29])[CH3:28])[NH:23][C:22]=4[CH:21]=[CH:20][CH:19]=3)=[O:17])[CH2:12][CH2:13]2)[CH2:5][CH2:6]1)(=[O:42])=[O:41], predict the reactants needed to synthesize it. The reactants are: [NH:1]1[CH2:6][CH2:5][CH:4]([CH2:7][N:8]2[CH2:13][CH2:12][CH:11]([CH2:14][NH:15][C:16]([C:18]3[C:26]4[N:25]=[C:24]([CH:27]([CH3:29])[CH3:28])[NH:23][C:22]=4[CH:21]=[CH:20][CH:19]=3)=[O:17])[CH2:10][CH2:9]2)[CH2:3][CH2:2]1.C(N(CC)C(C)C)(C)C.[CH3:39][S:40](Cl)(=[O:42])=[O:41]. (4) Given the product [C:32]([C:31]1[CH:34]=[CH:35][C:28]([NH:27][C:5](=[O:6])[C:4]2[C:8]([CH2:12][CH2:13][CH2:14][CH2:15][CH2:16][CH2:17][CH2:18][CH2:19][CH2:20][CH2:21][CH2:22][CH2:23][CH2:24][CH2:25][CH3:26])=[CH:9][CH:10]=[CH:11][C:3]=2[O:2][CH3:1])=[CH:29][C:30]=1[C:36]([F:37])([F:38])[F:39])#[N:33], predict the reactants needed to synthesize it. The reactants are: [CH3:1][O:2][C:3]1[CH:11]=[CH:10][CH:9]=[C:8]([CH2:12][CH2:13][CH2:14][CH2:15][CH2:16][CH2:17][CH2:18][CH2:19][CH2:20][CH2:21][CH2:22][CH2:23][CH2:24][CH2:25][CH3:26])[C:4]=1[C:5](Cl)=[O:6].[NH2:27][C:28]1[CH:35]=[CH:34][C:31]([C:32]#[N:33])=[C:30]([C:36]([F:39])([F:38])[F:37])[CH:29]=1.C(N(CC)CC)C.